From a dataset of Full USPTO retrosynthesis dataset with 1.9M reactions from patents (1976-2016). Predict the reactants needed to synthesize the given product. Given the product [CH2:1]([O:3][C:4]([C:5]([CH3:7])([O:8][C:9]1[CH:10]=[C:11]([CH:12]=[CH:13][CH:14]=1)[C:15]([OH:24])=[O:16])[CH3:6])=[O:17])[CH3:2], predict the reactants needed to synthesize it. The reactants are: [CH2:1]([O:3][C:4](=[O:17])[C:5]([O:8][C:9]1[CH:14]=[CH:13][CH:12]=[C:11]([CH:15]=[O:16])[CH:10]=1)([CH3:7])[CH3:6])[CH3:2].CC(=CC)C.Cl([O-])=[O:24].[Na+].P([O-])(O)(O)=O.[Na+].